This data is from Full USPTO retrosynthesis dataset with 1.9M reactions from patents (1976-2016). The task is: Predict the reactants needed to synthesize the given product. (1) Given the product [N:17]1([CH2:16][CH2:15][O:14][C:11]2[CH:12]=[CH:13][C:7]3[O:6][C:5]([C:3]([OH:4])=[O:2])=[CH:9][C:8]=3[CH:10]=2)[CH2:18][CH2:19][CH2:20][CH2:21]1, predict the reactants needed to synthesize it. The reactants are: C[O:2][C:3]([C:5]1[O:6][C:7]2[CH:13]=[CH:12][C:11]([O:14][CH2:15][CH2:16][N:17]3[CH2:21][CH2:20][CH2:19][CH2:18]3)=[CH:10][C:8]=2[CH:9]=1)=[O:4].[OH-].[Li+].Cl. (2) Given the product [CH:38]1([C:41]#[C:42][C:9]2[CH:30]=[CH:29][C:12]([C:13]([NH:15][S:16]([C:19]3[CH:24]=[CH:23][CH:22]=[CH:21][C:20]=3[S:25](=[O:28])(=[O:27])[NH2:26])(=[O:18])=[O:17])=[O:14])=[CH:11][C:10]=2[O:31][CH2:32][CH2:33][C:34]([F:37])([F:36])[F:35])[CH2:40][CH2:39]1, predict the reactants needed to synthesize it. The reactants are: C(N(CC)CC)C.Br[C:9]1[CH:30]=[CH:29][C:12]([C:13]([NH:15][S:16]([C:19]2[CH:24]=[CH:23][CH:22]=[CH:21][C:20]=2[S:25](=[O:28])(=[O:27])[NH2:26])(=[O:18])=[O:17])=[O:14])=[CH:11][C:10]=1[O:31][CH2:32][CH2:33][C:34]([F:37])([F:36])[F:35].[CH:38]1([C:41]#[CH:42])[CH2:40][CH2:39]1. (3) Given the product [CH:11]([N:8]1[C:9]2[CH:10]=[C:2]([C:26]3[CH:27]=[N:28][NH:29][CH:30]=3)[CH:3]=[C:4]([C:14]([O:16][CH3:17])=[O:15])[C:5]=2[CH:6]=[N:7]1)([CH3:13])[CH3:12], predict the reactants needed to synthesize it. The reactants are: Br[C:2]1[CH:3]=[C:4]([C:14]([O:16][CH3:17])=[O:15])[C:5]2[CH:6]=[N:7][N:8]([CH:11]([CH3:13])[CH3:12])[C:9]=2[CH:10]=1.CC1(C)C(C)(C)OB([C:26]2[CH:27]=[N:28][NH:29][CH:30]=2)O1.C([O-])(O)=O.[Na+]. (4) Given the product [I:16][C:2]1[CH:10]=[CH:9][CH:8]=[C:7]2[C:3]=1[CH:4]=[N:5][NH:6]2, predict the reactants needed to synthesize it. The reactants are: N[C:2]1[CH:10]=[CH:9][CH:8]=[C:7]2[C:3]=1[CH:4]=[N:5][NH:6]2.Cl.N([O-])=O.[Na+].[I-:16].[K+]. (5) Given the product [Cl:1][C:2]1[CH:3]=[C:4]2[C:9](=[CH:10][C:11]=1[C:12]([N:14]1[CH2:18][CH2:17][CH2:16][CH2:15]1)=[O:13])[N:8]=[CH:7][N:6]=[C:5]2[NH:19][CH:20]([C:26]1[NH:30][C:29]2[CH:38]=[CH:39][C:40]([Cl:42])=[CH:41][C:28]=2[N:27]=1)[CH2:21][CH2:22][C:23]([N:44]([CH2:45][C:46]([NH2:48])=[O:47])[CH3:43])=[O:25], predict the reactants needed to synthesize it. The reactants are: [Cl:1][C:2]1[CH:3]=[C:4]2[C:9](=[CH:10][C:11]=1[C:12]([N:14]1[CH2:18][CH2:17][CH2:16][CH2:15]1)=[O:13])[N:8]=[CH:7][N:6]=[C:5]2[NH:19][CH:20]([C:26]1[N:30](C(OC(C)(C)C)=O)[C:29]2[CH:38]=[CH:39][C:40]([Cl:42])=[CH:41][C:28]=2[N:27]=1)[CH2:21][CH2:22][C:23]([OH:25])=O.[CH3:43][NH:44][CH2:45][C:46]([NH2:48])=[O:47].CN(C(ON1N=NC2C=CC=CC1=2)=[N+](C)C)C.[B-](F)(F)(F)F.FC(F)(F)C(O)=O. (6) Given the product [F:4][C:5]1[C:10]([F:11])=[CH:9][CH:8]=[CH:7][C:6]=1[C@H:12]1[CH2:18][NH:17][C:16](=[N:2][NH2:3])[C@H:15]([NH:20][C:21]([N:23]2[CH2:28][CH2:27][CH:26]([N:29]3[C:37]4[C:32](=[N:33][CH:34]=[CH:35][CH:36]=4)[NH:31][C:30]3=[O:38])[CH2:25][CH2:24]2)=[O:22])[CH2:14][CH2:13]1, predict the reactants needed to synthesize it. The reactants are: O.[NH2:2][NH2:3].[F:4][C:5]1[C:10]([F:11])=[CH:9][CH:8]=[CH:7][C:6]=1[C@H:12]1[CH2:18][NH:17][C:16](=S)[C@H:15]([NH:20][C:21]([N:23]2[CH2:28][CH2:27][CH:26]([N:29]3[C:37]4[C:32](=[N:33][CH:34]=[CH:35][CH:36]=4)[NH:31][C:30]3=[O:38])[CH2:25][CH2:24]2)=[O:22])[CH2:14][CH2:13]1.